This data is from TCR-epitope binding with 47,182 pairs between 192 epitopes and 23,139 TCRs. The task is: Binary Classification. Given a T-cell receptor sequence (or CDR3 region) and an epitope sequence, predict whether binding occurs between them. (1) The epitope is YLQPRTFLL. The TCR CDR3 sequence is CASSESNTGELFF. Result: 1 (the TCR binds to the epitope). (2) The epitope is AVFDRKSDAK. The TCR CDR3 sequence is CASSDPDRIKNIQYF. Result: 1 (the TCR binds to the epitope).